This data is from Forward reaction prediction with 1.9M reactions from USPTO patents (1976-2016). The task is: Predict the product of the given reaction. (1) Given the reactants N#N.[C:3]([SiH2:7][O:8][C:9]([CH3:18])([CH3:17])[C:10]1[O:11][CH:12]=[C:13]([CH2:15][OH:16])[N:14]=1)([CH3:6])([CH3:5])[CH3:4].CCN(CC)CC.[S:26](Cl)([CH3:29])(=[O:28])=[O:27], predict the reaction product. The product is: [C:3]([SiH2:7][O:8][C:9]([CH3:18])([CH3:17])[C:10]1[O:11][CH:12]=[C:13]([CH2:15][O:16][S:26]([CH3:29])(=[O:28])=[O:27])[N:14]=1)([CH3:6])([CH3:4])[CH3:5]. (2) Given the reactants CN(C)[CH2:3][CH2:4][NH:5][C:6]1[S:7][C:8]2[CH:14]=[C:13]([N+:15]([O-:17])=[O:16])[CH:12]=[CH:11][C:9]=2[N:10]=1.C(N)[C:20]1[CH:25]=[CH:24]C=[CH:22][CH:21]=1, predict the reaction product. The product is: [CH2:4]([NH:5][C:6]1[S:7][C:8]2[CH:14]=[C:13]([N+:15]([O-:17])=[O:16])[CH:12]=[CH:11][C:9]=2[N:10]=1)[C:3]1[CH:24]=[CH:25][CH:20]=[CH:21][CH:22]=1.